Dataset: Reaction yield outcomes from USPTO patents with 853,638 reactions. Task: Predict the reaction yield, written as a fraction of the theoretical maximum amount of product (1.0 means a 100% yield; for example, 0.34 means a 34% yield). (1) The reactants are C(O)(C(F)(F)F)=O.[F:8][C:9]([F:48])([F:47])[C:10]1[N:14]2[N:15]=[C:16]([N:19]3[CH2:24][CH2:23][CH:22]([C:25]4[CH:46]=[CH:45][C:28]([O:29][CH2:30][CH2:31][N:32]5[CH2:37][CH2:36][N:35](C(OC(C)(C)C)=O)[CH2:34][CH2:33]5)=[CH:27][CH:26]=4)[CH2:21][CH2:20]3)[CH2:17][CH2:18][C:13]2=[N:12][N:11]=1. The catalyst is C(Cl)Cl. The product is [N:32]1([CH2:31][CH2:30][O:29][C:28]2[CH:45]=[CH:46][C:25]([CH:22]3[CH2:23][CH2:24][N:19]([C:16]4[CH2:17][CH2:18][C:13]5[N:14]([C:10]([C:9]([F:47])([F:48])[F:8])=[N:11][N:12]=5)[N:15]=4)[CH2:20][CH2:21]3)=[CH:26][CH:27]=2)[CH2:33][CH2:34][NH:35][CH2:36][CH2:37]1. The yield is 0.990. (2) The reactants are [Cl:1][C:2]1[CH:16]=[CH:15][C:5]2[N:6]([CH2:11][CH2:12][CH2:13]Cl)[C:7](=[O:10])[CH2:8][O:9][C:4]=2[CH:3]=1.C([O-])([O-])=O.[K+].[K+].[Na+].[I-].[CH2:25]([CH:29]1[CH2:34][CH2:33][NH:32][CH2:31][CH2:30]1)[CH2:26][CH2:27][CH3:28]. The catalyst is CCCCCCC.CCOC(C)=O. The product is [CH2:25]([CH:29]1[CH2:34][CH2:33][N:32]([CH2:13][CH2:12][CH2:11][N:6]2[C:5]3[CH:15]=[CH:16][C:2]([Cl:1])=[CH:3][C:4]=3[O:9][CH2:8][C:7]2=[O:10])[CH2:31][CH2:30]1)[CH2:26][CH2:27][CH3:28]. The yield is 0.900. (3) The reactants are [CH3:1][O:2][C:3]1[C:4](=[O:25])[C:5]([CH3:24])=[C:6]([CH2:12][C:13]2[CH:18]=[CH:17][C:16]([CH2:19][CH2:20][C:21](O)=[O:22])=[CH:15][CH:14]=2)[C:7](=[O:11])[C:8]=1[O:9][CH3:10].[CH:26]([NH2:29])([CH3:28])[CH3:27]. No catalyst specified. The product is [CH3:1][O:2][C:3]1[C:4](=[O:25])[C:5]([CH3:24])=[C:6]([CH2:12][C:13]2[CH:14]=[CH:15][C:16]([CH2:19][CH2:20][C:21]([NH:29][CH:26]([CH3:28])[CH3:27])=[O:22])=[CH:17][CH:18]=2)[C:7](=[O:11])[C:8]=1[O:9][CH3:10]. The yield is 0.210. (4) The reactants are [Cl:1][C:2]1[CH:3]=[C:4](B(O)O)[CH:5]=[CH:6][CH:7]=1.[CH2:11]([N:18]1[C:26]2[C:21](=[CH:22][CH:23]=[C:24](Br)[CH:25]=2)[CH:20]=[CH:19]1)[C:12]1[CH:17]=[CH:16][CH:15]=[CH:14][CH:13]=1.Cl. The catalyst is [Br-].C([N+](CCCC)(CCCC)CCCC)CCC.O.C1COCC1.C([O-])(=O)C.[Pd+2].C([O-])(=O)C. The product is [CH2:11]([N:18]1[C:26]2[C:21](=[CH:22][CH:23]=[C:24]([C:4]3[CH:5]=[CH:6][CH:7]=[C:2]([Cl:1])[CH:3]=3)[CH:25]=2)[CH:20]=[CH:19]1)[C:12]1[CH:17]=[CH:16][CH:15]=[CH:14][CH:13]=1. The yield is 0.500.